Dataset: Full USPTO retrosynthesis dataset with 1.9M reactions from patents (1976-2016). Task: Predict the reactants needed to synthesize the given product. Given the product [ClH:35].[NH2:4][CH2:10][C:16]([C:15]1[CH:20]=[CH:21][C:12]([F:11])=[C:13]([C:22]([F:25])([F:23])[F:24])[CH:14]=1)=[O:19], predict the reactants needed to synthesize it. The reactants are: C1N2CN3[CH2:10][N:4](C2)CN1C3.[F:11][C:12]1[CH:21]=[CH:20][C:15]([C:16](=[O:19])CBr)=[CH:14][C:13]=1[C:22]([F:25])([F:24])[F:23].C(OCC)(=O)C.C(O)C.[ClH:35].